From a dataset of Forward reaction prediction with 1.9M reactions from USPTO patents (1976-2016). Predict the product of the given reaction. Given the reactants [OH:1][C:2]1[CH:7]=[CH:6][C:5]([CH2:8][CH:9]([CH3:15])[C:10]([O:12][CH2:13][CH3:14])=[O:11])=[CH:4][CH:3]=1.C(=O)([O-])[O-].[K+].[K+].[I-].[CH3:23][N+:24](=[CH2:26])[CH3:25].O, predict the reaction product. The product is: [CH3:23][N:24]([CH2:26][C:7]1[CH:6]=[C:5]([CH2:8][CH:9]([CH3:15])[C:10]([O:12][CH2:13][CH3:14])=[O:11])[CH:4]=[CH:3][C:2]=1[OH:1])[CH3:25].